The task is: Predict which catalyst facilitates the given reaction.. This data is from Catalyst prediction with 721,799 reactions and 888 catalyst types from USPTO. Reactant: C(OP([CH:9]([CH3:15])[C:10]([O:12][CH2:13][CH3:14])=[O:11])(OCC)=O)C.[CH3:16][O:17][CH:18]([O:21][CH3:22])[CH:19]=O.O. Product: [CH3:16][O:17][CH:18]([O:21][CH3:22])/[CH:19]=[C:9](\[CH3:15])/[C:10]([O:12][CH2:13][CH3:14])=[O:11]. The catalyst class is: 194.